Dataset: Full USPTO retrosynthesis dataset with 1.9M reactions from patents (1976-2016). Task: Predict the reactants needed to synthesize the given product. The reactants are: [H-].[Na+].[Br:3][C:4]1[CH:5]=[N:6][C:7]([N:10]2[CH2:14][CH2:13][NH:12][C:11]2=[O:15])=[N:8][CH:9]=1.[CH3:16]I. Given the product [Br:3][C:4]1[CH:5]=[N:6][C:7]([N:10]2[CH2:14][CH2:13][N:12]([CH3:16])[C:11]2=[O:15])=[N:8][CH:9]=1, predict the reactants needed to synthesize it.